From a dataset of Catalyst prediction with 721,799 reactions and 888 catalyst types from USPTO. Predict which catalyst facilitates the given reaction. (1) The catalyst class is: 31. Reactant: FC(F)(F)C(O)=O.[CH3:8][O:9][C:10](=[O:34])[C@@H:11]([NH:14][C:15]([C:17]1[S:18][C:19]([C:23](=[O:33])[NH:24][CH2:25][C:26]2[CH:31]=[CH:30][CH:29]=[C:28]([OH:32])[CH:27]=2)=[CH:20][C:21]=1[Br:22])=[O:16])[CH2:12][NH2:13].C(N(CC)CC)C.CN(C(ON1N=NC2C=CC=CC1=2)=[N+](C)C)C.F[P-](F)(F)(F)(F)F.C1C=CC2N(O)N=NC=2C=1.[S:76]1[CH:80]=[CH:79][CH:78]=[C:77]1[C:81](O)=[O:82]. Product: [CH3:8][O:9][C:10](=[O:34])[C@@H:11]([NH:14][C:15]([C:17]1[S:18][C:19]([C:23](=[O:33])[NH:24][CH2:25][C:26]2[CH:31]=[CH:30][CH:29]=[C:28]([OH:32])[CH:27]=2)=[CH:20][C:21]=1[Br:22])=[O:16])[CH2:12][NH:13][C:81]([C:77]1[S:76][CH:80]=[CH:79][CH:78]=1)=[O:82]. (2) Reactant: C([O:8][C:9]1[CH:10]=[C:11]([CH:17]=[CH:18][C:19]([O:21][CH2:22][CH3:23])=[O:20])[CH:12]=[CH:13][C:14]=1[O:15][CH3:16])C1C=CC=CC=1. Product: [OH:8][C:9]1[CH:10]=[C:11]([CH2:17][CH2:18][C:19]([O:21][CH2:22][CH3:23])=[O:20])[CH:12]=[CH:13][C:14]=1[O:15][CH3:16]. The catalyst class is: 63. (3) The catalyst class is: 3. Product: [C:1]([O:5][C:6](=[O:27])[N:7]([CH:9]1[CH2:14][CH2:13][N:12]([C:15]2[N:16]=[C:17]3[S:28][C:29]([C:30](=[O:31])[NH2:32])=[C:24]([NH2:25])[C:18]3=[C:19]([CH:21]([F:23])[F:22])[CH:20]=2)[CH2:11][CH2:10]1)[CH3:8])([CH3:4])([CH3:3])[CH3:2]. Reactant: [C:1]([O:5][C:6](=[O:27])[N:7]([CH:9]1[CH2:14][CH2:13][N:12]([C:15]2[CH:20]=[C:19]([CH:21]([F:23])[F:22])[C:18]([C:24]#[N:25])=[C:17](Cl)[N:16]=2)[CH2:11][CH2:10]1)[CH3:8])([CH3:4])([CH3:3])[CH3:2].[SH:28][CH2:29][C:30]([NH2:32])=[O:31]. (4) Reactant: [CH:1]1([C:6]([OH:8])=[O:7])[CH2:5][CH:4]=[CH:3][CH2:2]1.C([O-])([O-])=O.[K+].[K+].[CH:15]1[CH:20]=[CH:19][C:18]([CH2:21]Br)=[CH:17][CH:16]=1. Product: [CH:1]1([C:6]([O:8][CH2:21][C:18]2[CH:19]=[CH:20][CH:15]=[CH:16][CH:17]=2)=[O:7])[CH2:5][CH:4]=[CH:3][CH2:2]1. The catalyst class is: 21. (5) Reactant: [OH:1][C:2]1[CH:11]=[CH:10][C:5]([C:6]([O:8][CH3:9])=[O:7])=[CH:4][C:3]=1[C:12]([F:15])([F:14])[F:13].O[CH:17]1[CH2:22][CH2:21][N:20]([CH3:23])[CH2:19][CH2:18]1.C1C=CC(P(C2C=CC=CC=2)C2C=CC=CC=2)=CC=1.CC(OC(/N=N/C(OC(C)C)=O)=O)C. Product: [CH3:23][N:20]1[CH2:21][CH2:22][CH:17]([O:1][C:2]2[CH:11]=[CH:10][C:5]([C:6]([O:8][CH3:9])=[O:7])=[CH:4][C:3]=2[C:12]([F:13])([F:14])[F:15])[CH2:18][CH2:19]1. The catalyst class is: 2.